From a dataset of Forward reaction prediction with 1.9M reactions from USPTO patents (1976-2016). Predict the product of the given reaction. (1) Given the reactants [OH:1][CH2:2][CH:3]1[C:8]([CH2:15]O)([C:9]2[CH:14]=[CH:13][CH:12]=[CH:11][N:10]=2)[CH2:7][CH2:6][N:5]([C:17]([O:19][C:20]([CH3:23])([CH3:22])[CH3:21])=[O:18])[CH2:4]1.C1(P(C2C=CC=CC=2)C2C=CC=CC=2)C=CC=CC=1, predict the reaction product. The product is: [N:10]1[CH:11]=[CH:12][CH:13]=[CH:14][C:9]=1[C:8]12[CH2:15][O:1][CH2:2][CH:3]1[CH2:4][N:5]([C:17]([O:19][C:20]([CH3:21])([CH3:23])[CH3:22])=[O:18])[CH2:6][CH2:7]2. (2) Given the reactants [OH:1][C:2]1[CH:7]=[CH:6][C:5]([C:8]([CH3:13])([CH3:12])[C:9]([OH:11])=[O:10])=[CH:4][CH:3]=1.OS(O)(=O)=O.[CH3:19]O, predict the reaction product. The product is: [OH:1][C:2]1[CH:3]=[CH:4][C:5]([C:8]([CH3:13])([CH3:12])[C:9]([O:11][CH3:19])=[O:10])=[CH:6][CH:7]=1. (3) Given the reactants [S:1]1[CH:5]=[CH:4][C:3](CC(O)=O)=[CH:2]1.CN1C=CC=[C:12]1[C:16]([OH:18])=[O:17].O1C=CC=C1CC(O)=O, predict the reaction product. The product is: [S:1]1[CH:2]=[CH:3][CH:4]=[C:5]1[CH2:12][C:16]([OH:18])=[O:17].